From a dataset of Peptide-MHC class II binding affinity with 134,281 pairs from IEDB. Regression. Given a peptide amino acid sequence and an MHC pseudo amino acid sequence, predict their binding affinity value. This is MHC class II binding data. The peptide sequence is RGIEYIQHNGVVQES. The MHC is HLA-DQA10102-DQB10502 with pseudo-sequence HLA-DQA10102-DQB10502. The binding affinity (normalized) is 0.350.